From a dataset of Forward reaction prediction with 1.9M reactions from USPTO patents (1976-2016). Predict the product of the given reaction. The product is: [CH3:23][N:11]1[CH:12]=[C:13]([CH:16]([OH:21])[C:17]([F:18])([F:19])[F:20])[C:26](=[O:29])[C:9]([CH3:14])=[C:10]1[CH3:22]. Given the reactants C(O[C:9]1[C:14](=O)[C:13]([CH:16]([OH:21])[C:17]([F:20])([F:19])[F:18])=[CH:12][NH:11][C:10]=1[CH3:22])C1C=CC=CC=1.[C:23](#N)C.[C:26](=[O:29])([O-])[O-].[K+].[K+].CI, predict the reaction product.